This data is from Catalyst prediction with 721,799 reactions and 888 catalyst types from USPTO. The task is: Predict which catalyst facilitates the given reaction. (1) Reactant: [Mg].BrCCBr.[F:6][C:7]1[C:16]2[C:11](=[CH:12][CH:13]=[CH:14][CH:15]=2)[CH:10]=[CH:9][CH:8]=1.[Li+].[Cl-].C([Cu])#N.[CH2:22](Br)[CH:23]=[CH2:24].[NH4+].[Cl-]. Product: [CH2:24]([C:8]1[CH:9]=[CH:10][C:11]2[C:16](=[CH:15][CH:14]=[CH:13][CH:12]=2)[C:7]=1[F:6])[CH:23]=[CH2:22]. The catalyst class is: 1. (2) Reactant: [CH2:1]1[CH:5]2[CH2:6][NH:7][CH2:8][CH:4]2[CH2:3][N:2]1[C:9]1[CH:14]=[C:13]([O:15][CH3:16])[N:12]=[C:11]([N:17]([CH3:19])[CH3:18])[N:10]=1.[F:20][C:21]1[CH:22]=[CH:23][C:24]([N:30]2[N:34]=[CH:33][CH:32]=[N:31]2)=[C:25]([CH:29]=1)[C:26](O)=[O:27].CN(C(ON1N=NC2C=CC=NC1=2)=[N+](C)C)C.F[P-](F)(F)(F)(F)F.CCN(C(C)C)C(C)C. Product: [F:20][C:21]1[CH:22]=[CH:23][C:24]([N:30]2[N:34]=[CH:33][CH:32]=[N:31]2)=[C:25]([C:26]([N:7]2[CH2:6][CH:5]3[CH2:1][N:2]([C:9]4[CH:14]=[C:13]([O:15][CH3:16])[N:12]=[C:11]([N:17]([CH3:18])[CH3:19])[N:10]=4)[CH2:3][CH:4]3[CH2:8]2)=[O:27])[CH:29]=1. The catalyst class is: 399. (3) Reactant: Cl[C:2]1[N:3]=[C:4]([NH:15][CH2:16][C:17]2[CH:18]=[N:19][C:20]3[C:25]([CH:26]=2)=[CH:24][CH:23]=[CH:22][CH:21]=3)[C:5]2[CH2:10][N:9]([CH:11]([CH3:13])[CH3:12])[C:8](=[O:14])[C:6]=2[N:7]=1.[CH3:27][C@@H:28]1[CH2:33][NH:32][CH2:31][CH2:30][N:29]1[C:34]([O:36][C:37]([CH3:40])([CH3:39])[CH3:38])=[O:35].CCN(C(C)C)C(C)C. The catalyst class is: 114. Product: [CH:11]([N:9]1[CH2:10][C:5]2[C:4]([NH:15][CH2:16][C:17]3[CH:18]=[N:19][C:20]4[C:25]([CH:26]=3)=[CH:24][CH:23]=[CH:22][CH:21]=4)=[N:3][C:2]([N:32]3[CH2:31][CH2:30][N:29]([C:34]([O:36][C:37]([CH3:40])([CH3:39])[CH3:38])=[O:35])[C@H:28]([CH3:27])[CH2:33]3)=[N:7][C:6]=2[C:8]1=[O:14])([CH3:13])[CH3:12]. (4) Reactant: [Br-].[Br-].[Br-].C1([N+](C)(C)C)C=CC=CC=1.C1([N+](C)(C)C)C=CC=CC=1.C1([N+](C)(C)C)C=CC=CC=1.[F:34][C:35]([F:50])([F:49])[C:36]1[CH:37]=[C:38]([C:46](=O)[CH3:47])[CH:39]=[C:40]([C:42]([F:45])([F:44])[F:43])[CH:41]=1.S([O-])([O-])(=O)=O.[Na+].[Na+].[NH2:58][C:59]([NH2:61])=[S:60].C(=O)([O-])O.[Na+]. Product: [NH2:61][C:59]1[S:60][CH:47]=[C:46]([C:38]2[CH:37]=[C:36]([C:35]([F:50])([F:49])[F:34])[CH:41]=[C:40]([C:42]([F:45])([F:44])[F:43])[CH:39]=2)[N:58]=1. The catalyst class is: 738. (5) Reactant: O[CH:2]([CH3:28])[CH2:3][NH:4][C:5]([C:7]1[CH:12]=[C:11]([C:13]2[N:14]=[C:15]([C:18]3[CH:23]=[CH:22][N:21]=[CH:20][CH:19]=3)[S:16][CH:17]=2)[C:10](=[O:24])[NH:9][C:8]=1[CH:25]([CH3:27])[CH3:26])=[O:6].C1C=CC(P(C2C=CC=CC=2)C2C=CC=CC=2)=CC=1.CC(OC(/N=N/C(OC(C)C)=O)=O)C. Product: [CH:25]([C:8]1[NH:9][C:10](=[O:24])[C:11]([C:13]2[N:14]=[C:15]([C:18]3[CH:19]=[CH:20][N:21]=[CH:22][CH:23]=3)[S:16][CH:17]=2)=[CH:12][C:7]=1[C:5]1[O:6][CH:2]([CH3:28])[CH2:3][N:4]=1)([CH3:27])[CH3:26]. The catalyst class is: 2. (6) Reactant: [N:1]([CH2:4][CH2:5][C@@H:6]([C:8]1[N:13]=[C:12]2[N:14]([CH3:23])[C:15](=[O:22])[N:16]([CH2:17][C:18]([CH3:21])([CH3:20])[CH3:19])[C:11]2=[CH:10][CH:9]=1)[CH3:7])=[N+]=[N-]. Product: [NH2:1][CH2:4][CH2:5][C@@H:6]([C:8]1[N:13]=[C:12]2[N:14]([CH3:23])[C:15](=[O:22])[N:16]([CH2:17][C:18]([CH3:20])([CH3:19])[CH3:21])[C:11]2=[CH:10][CH:9]=1)[CH3:7]. The catalyst class is: 29.